From a dataset of Catalyst prediction with 721,799 reactions and 888 catalyst types from USPTO. Predict which catalyst facilitates the given reaction. (1) Reactant: [NH:1]1[C:9]2[C:4](=[CH:5][CH:6]=[CH:7][CH:8]=2)[C:3]([C:10]([OH:12])=O)=[N:2]1.C(N1C=CN=C1)(N1C=CN=C1)=O.Cl.[CH3:26][NH:27][O:28][CH3:29]. Product: [CH3:29][O:28][N:27]([CH3:26])[C:10]([C:3]1[C:4]2[C:9](=[CH:8][CH:7]=[CH:6][CH:5]=2)[NH:1][N:2]=1)=[O:12]. The catalyst class is: 3. (2) Reactant: C([Li])CCC.[Cl:6][C:7]1[CH:12]=[CH:11][N:10]=[C:9]2[CH:13]=[CH:14][S:15][C:8]=12.CN([CH:19]=[O:20])C.Cl.C(=O)(O)[O-].[Na+]. Product: [Cl:6][C:7]1[CH:12]=[CH:11][N:10]=[C:9]2[CH:13]=[C:14]([CH:19]=[O:20])[S:15][C:8]=12. The catalyst class is: 92. (3) Reactant: [C:1]([NH:5][S:6]([C:9]1[CH:14]=[CH:13][C:12]([C:15]2[N:19]([CH2:20][CH:21]3[CH2:26][CH2:25][CH2:24][CH2:23][CH2:22]3)[N:18]=[C:17]([C:27]([NH:29][CH2:30][CH2:31][C:32]([CH3:38])([CH3:37])[C:33]([O:35]C)=[O:34])=[O:28])[C:16]=2[F:39])=[CH:11][C:10]=1[C:40]([F:43])([F:42])[F:41])(=[O:8])=[O:7])([CH3:4])([CH3:3])[CH3:2].[OH-].[K+]. Product: [C:1]([NH:5][S:6]([C:9]1[CH:14]=[CH:13][C:12]([C:15]2[N:19]([CH2:20][CH:21]3[CH2:26][CH2:25][CH2:24][CH2:23][CH2:22]3)[N:18]=[C:17]([C:27]([NH:29][CH2:30][CH2:31][C:32]([CH3:37])([CH3:38])[C:33]([OH:35])=[O:34])=[O:28])[C:16]=2[F:39])=[CH:11][C:10]=1[C:40]([F:41])([F:42])[F:43])(=[O:8])=[O:7])([CH3:2])([CH3:3])[CH3:4]. The catalyst class is: 24. (4) Reactant: [CH2:1]([O:7][C:8]1[CH:13]=[CH:12][C:11]([N+:14]([O-])=O)=[CH:10][C:9]=1[C:17]1[CH:22]=[C:21]([N+:23]([O-])=O)[CH:20]=[CH:19][C:18]=1[O:26][CH2:27][CH2:28][CH2:29][CH2:30][CH2:31][CH3:32])[CH2:2][CH2:3][CH2:4][CH2:5][CH3:6].O.NN. Product: [CH2:27]([O:26][C:18]1[CH:19]=[CH:20][C:21]([NH2:23])=[CH:22][C:17]=1[C:9]1[CH:10]=[C:11]([NH2:14])[CH:12]=[CH:13][C:8]=1[O:7][CH2:1][CH2:2][CH2:3][CH2:4][CH2:5][CH3:6])[CH2:28][CH2:29][CH2:30][CH2:31][CH3:32]. The catalyst class is: 8. (5) Reactant: CN(C(ON1N=NC2C=CC=CC1=2)=[N+](C)C)C.F[P-](F)(F)(F)(F)F.[NH2:25][C@H:26]([C:52]([O:54]C)=[O:53])[CH2:27][C:28]1[N:32]=[CH:31][N:30]([C:33]([C:46]2[CH:51]=[CH:50][CH:49]=[CH:48][CH:47]=2)([C:40]2[CH:45]=[CH:44][CH:43]=[CH:42][CH:41]=2)[C:34]2[CH:39]=[CH:38][CH:37]=[CH:36][CH:35]=2)[CH:29]=1.Cl.[NH:57]1[C:61](=[O:62])[CH2:60][CH2:59][C@H:58]1[C:63](O)=[O:64].CCN(C(C)C)C(C)C. Product: [NH:57]1[C:61](=[O:62])[CH2:60][CH2:59][C@H:58]1[C:63]([NH:25][C@H:26]([C:52]([OH:54])=[O:53])[CH2:27][C:28]1[N:32]=[CH:31][N:30]([C:33]([C:46]2[CH:47]=[CH:48][CH:49]=[CH:50][CH:51]=2)([C:40]2[CH:41]=[CH:42][CH:43]=[CH:44][CH:45]=2)[C:34]2[CH:39]=[CH:38][CH:37]=[CH:36][CH:35]=2)[CH:29]=1)=[O:64]. The catalyst class is: 3. (6) Reactant: [CH2:1]([C:4]([C:11]1[CH:16]=[CH:15][C:14](I)=[CH:13][CH:12]=1)([CH2:8][CH:9]=[CH2:10])[CH2:5][CH:6]=[CH2:7])[CH:2]=[CH2:3].[C:18]([Cu])#[N:19].[NH4+].[OH-]. Product: [CH2:1]([C:4]([C:11]1[CH:16]=[CH:15][C:14]([C:18]#[N:19])=[CH:13][CH:12]=1)([CH2:8][CH:9]=[CH2:10])[CH2:5][CH:6]=[CH2:7])[CH:2]=[CH2:3]. The catalyst class is: 3.